This data is from Forward reaction prediction with 1.9M reactions from USPTO patents (1976-2016). The task is: Predict the product of the given reaction. (1) Given the reactants Br[C:2]1[C:3]([O:12][CH:13]2[CH2:17][CH2:16][CH2:15][CH2:14]2)=[N:4][CH:5]=[C:6]([CH:11]=1)[C:7]([O:9][CH3:10])=[O:8].C([Sn](CCCC)(CCCC)[C:23]1[CH:28]=[CH:27][CH:26]=[CH:25][N:24]=1)CCC, predict the reaction product. The product is: [CH:13]1([O:12][C:3]2[C:2]([C:23]3[CH:28]=[CH:27][CH:26]=[CH:25][N:24]=3)=[CH:11][C:6]([C:7]([O:9][CH3:10])=[O:8])=[CH:5][N:4]=2)[CH2:17][CH2:16][CH2:15][CH2:14]1. (2) Given the reactants Cl.[F:2][C:3]1[CH:4]=[C:5]([CH:25]=[CH:26][C:27]=1[OH:28])[NH:6][C:7]1[C:16]2[C:11](=[CH:12][CH:13]=[CH:14][C:15]=2[O:17][CH:18]2[CH2:23][CH2:22][N:21]([CH3:24])[CH2:20][CH2:19]2)[N:10]=[CH:9][N:8]=1.Cl.[N:30]1[CH:35]=[CH:34][CH:33]=[CH:32][C:31]=1[CH2:36]Cl, predict the reaction product. The product is: [F:2][C:3]1[CH:4]=[C:5]([CH:25]=[CH:26][C:27]=1[O:28][CH2:36][C:31]1[CH:32]=[CH:33][CH:34]=[CH:35][N:30]=1)[NH:6][C:7]1[C:16]2[C:11](=[CH:12][CH:13]=[CH:14][C:15]=2[O:17][CH:18]2[CH2:23][CH2:22][N:21]([CH3:24])[CH2:20][CH2:19]2)[N:10]=[CH:9][N:8]=1.